Dataset: Catalyst prediction with 721,799 reactions and 888 catalyst types from USPTO. Task: Predict which catalyst facilitates the given reaction. (1) The catalyst class is: 2. Reactant: [CH3:1][C:2]1[CH:7]=[CH:6][C:5]([S:8]([O:11][CH2:12][C@@H:13]2[O:18][C:17]3[C:19]([CH:26]=CC)=[C:20]([N+:23]([O-:25])=[O:24])[CH:21]=[CH:22][C:16]=3[O:15][CH2:14]2)(=[O:10])=[O:9])=[CH:4][CH:3]=1.[O:29]=[O+][O-].C(N(C(C)C)CC)(C)C. Product: [CH3:1][C:2]1[CH:3]=[CH:4][C:5]([S:8]([O:11][CH2:12][CH:13]2[O:18][C:17]3[C:19]([CH:26]=[O:29])=[C:20]([N+:23]([O-:25])=[O:24])[CH:21]=[CH:22][C:16]=3[O:15][CH2:14]2)(=[O:10])=[O:9])=[CH:6][CH:7]=1. (2) Reactant: [CH3:1][O:2][C:3]1[CH:4]=[C:5]([CH2:20][C:21]([N:23]2[CH2:27][CH2:26][CH2:25][CH:24]2[CH2:28][S:29][C:30]2[CH:39]=[CH:38][C:33]([C:34]([O:36][CH3:37])=[O:35])=[CH:32][CH:31]=2)=[O:22])[CH:6]=[CH:7][C:8]=1[NH:9][C:10]([NH:12][C:13]1[CH:18]=[CH:17][CH:16]=[CH:15][C:14]=1[CH3:19])=[O:11].C1C=C(Cl)C=C(C(OO)=[O:48])C=1. Product: [CH3:1][O:2][C:3]1[CH:4]=[C:5]([CH2:20][C:21]([N:23]2[CH2:27][CH2:26][CH2:25][CH:24]2[CH2:28][S:29]([C:30]2[CH:31]=[CH:32][C:33]([C:34]([O:36][CH3:37])=[O:35])=[CH:38][CH:39]=2)=[O:48])=[O:22])[CH:6]=[CH:7][C:8]=1[NH:9][C:10]([NH:12][C:13]1[CH:18]=[CH:17][CH:16]=[CH:15][C:14]=1[CH3:19])=[O:11]. The catalyst class is: 366.